From a dataset of Forward reaction prediction with 1.9M reactions from USPTO patents (1976-2016). Predict the product of the given reaction. (1) The product is: [CH2:15]([O:17][C:18](=[O:19])[C:9]#[C:8][C:3]1[CH:4]=[CH:5][CH:6]=[CH:7][C:2]=1[Cl:1])[CH3:16]. Given the reactants [Cl:1][C:2]1[CH:7]=[CH:6][CH:5]=[CH:4][C:3]=1[C:8]#[CH:9].[Li]CCCC.[CH2:15]([O:17][C:18](Cl)=[O:19])[CH3:16], predict the reaction product. (2) Given the reactants C[O:2][C:3]([C:5]1[C:9]([NH:10][C:11](=[O:20])[C:12]2[C:17]([F:18])=[CH:16][CH:15]=[CH:14][C:13]=2[F:19])=[CH:8][NH:7][N:6]=1)=O.O.[NH2:22][NH2:23], predict the reaction product. The product is: [F:19][C:13]1[CH:14]=[CH:15][CH:16]=[C:17]([F:18])[C:12]=1[C:11]([NH:10][C:9]1[C:5]([C:3]([NH:22][NH2:23])=[O:2])=[N:6][NH:7][CH:8]=1)=[O:20]. (3) The product is: [OH:7][C:8]1[C:13]([N+:14]([O-:16])=[O:15])=[CH:12][CH:11]=[CH:10][C:9]=1[C:17](=[O:28])/[CH:18]=[CH:19]/[C:20]1[CH:21]=[CH:22][CH:23]=[CH:24][C:25]=1[S:3]([CH3:29])(=[O:5])=[O:2]. Given the reactants O[O:2][S:3]([O-:5])=O.[K+].[OH:7][C:8]1[C:13]([N+:14]([O-:16])=[O:15])=[CH:12][CH:11]=[CH:10][C:9]=1[C:17](=[O:28])/[CH:18]=[CH:19]/[C:20]1[CH:25]=[CH:24][CH:23]=[CH:22][C:21]=1SC.[CH2:29]1COCC1.CO, predict the reaction product. (4) The product is: [CH3:3][N:2]([CH2:4][C:5]1[CH:6]=[C:7]([C:11]2[CH:16]=[C:15]([CH:14]=[CH:13][C:12]=2[O:20][CH3:21])[NH2:17])[CH:8]=[CH:9][CH:10]=1)[CH3:1]. Given the reactants [CH3:1][N:2]([CH2:4][C:5]1[CH:6]=[C:7]([C:11]2[CH:16]=[C:15]([N+:17]([O-])=O)[CH:14]=[CH:13][C:12]=2[O:20][CH3:21])[CH:8]=[CH:9][CH:10]=1)[CH3:3].Cl, predict the reaction product. (5) Given the reactants [Si:1](O[C@H]1C[C@H]2C[C@@H]1C[C@@H]2N1C(=O)C2C(=CC=CC=2)C1=O)([C:14]([CH3:17])([CH3:16])[CH3:15])([C:8]1[CH:13]=[CH:12][CH:11]=[CH:10][CH:9]=1)[C:2]1[CH:7]=[CH:6][CH:5]=[CH:4][CH:3]=1.[NH2:37]N.[C:39]([N:47]=[C:48]=[S:49])(=O)[C:40]1[CH:45]=C[CH:43]=[CH:42][CH:41]=1.[C:50](=[O:53])([O-])[O-].[K+].[K+], predict the reaction product. The product is: [Si:1]([O:53][C@H:50]1[CH2:45][C@H:40]2[CH2:41][C@@H:42]1[CH2:43][C@@H:39]2[NH:47][C:48]([NH2:37])=[S:49])([C:14]([CH3:15])([CH3:17])[CH3:16])([C:2]1[CH:3]=[CH:4][CH:5]=[CH:6][CH:7]=1)[C:8]1[CH:9]=[CH:10][CH:11]=[CH:12][CH:13]=1. (6) Given the reactants Cl[C:2]1[CH:3]=[C:4]([NH:8][C:9]2[N:14]=[C:13]([C:15]3[CH:16]=[CH:17][C:18]([O:23][CH:24]4[CH2:29][CH2:28][O:27][CH2:26][CH2:25]4)=[C:19]([CH:22]=3)[C:20]#[N:21])[CH:12]=[CH:11][N:10]=2)[CH:5]=[N:6][CH:7]=1.[CH3:30][O:31][CH:32]1[CH2:35][NH:34][CH2:33]1.CC(C)([O-])C.[Na+], predict the reaction product. The product is: [CH3:30][O:31][CH:32]1[CH2:35][N:34]([C:2]2[CH:3]=[C:4]([NH:8][C:9]3[N:14]=[C:13]([C:15]4[CH:16]=[CH:17][C:18]([O:23][CH:24]5[CH2:29][CH2:28][O:27][CH2:26][CH2:25]5)=[C:19]([CH:22]=4)[C:20]#[N:21])[CH:12]=[CH:11][N:10]=3)[CH:5]=[N:6][CH:7]=2)[CH2:33]1. (7) Given the reactants [H-].[Na+].[F:3][C:4]1[CH:9]=[CH:8][CH:7]=[CH:6][C:5]=1[C:10]1[N:11]=[N:12][N:13]2[C:22]3[C:17](=[CH:18][CH:19]=[CH:20][CH:21]=3)[C:16]([N:23]3[CH2:28][CH2:27][CH:26]([OH:29])[CH2:25][CH2:24]3)=[N:15][C:14]=12.[CH3:30]I, predict the reaction product. The product is: [F:3][C:4]1[CH:9]=[CH:8][CH:7]=[CH:6][C:5]=1[C:10]1[N:11]=[N:12][N:13]2[C:22]3[C:17](=[CH:18][CH:19]=[CH:20][CH:21]=3)[C:16]([N:23]3[CH2:24][CH2:25][CH:26]([O:29][CH3:30])[CH2:27][CH2:28]3)=[N:15][C:14]=12. (8) Given the reactants [Li][CH2:2]CCC.[Br:6][C:7]1[CH:12]=[CH:11][C:10]([F:13])=[CH:9][C:8]=1[C:14](=O)[CH3:15], predict the reaction product. The product is: [Br:6][C:7]1[CH:12]=[CH:11][C:10]([F:13])=[CH:9][C:8]=1[C:14]([CH3:15])=[CH2:2]. (9) Given the reactants [C:1]12([C:11]3[CH:30]=[CH:29][C:14]([O:15][CH2:16][C:17]([NH:19][C:20]4[CH:21]=[C:22]([CH:26]=[CH:27][CH:28]=4)[C:23]([OH:25])=O)=[O:18])=[CH:13][CH:12]=3)[CH2:10][CH:5]3[CH2:6][CH:7]([CH2:9][CH:3]([CH2:4]3)[CH2:2]1)[CH2:8]2.[NH2:31][CH2:32][CH2:33][C:34]1[CH:39]=[CH:38][N:37]=[CH:36][CH:35]=1.CCN(C(C)C)C(C)C.C(Cl)CCl.C1C=CC2N(O)N=NC=2C=1, predict the reaction product. The product is: [C:1]12([C:11]3[CH:12]=[CH:13][C:14]([O:15][CH2:16][C:17]([NH:19][C:20]4[CH:21]=[C:22]([CH:26]=[CH:27][CH:28]=4)[C:23]([NH:31][CH2:32][CH2:33][C:34]4[CH:39]=[CH:38][N:37]=[CH:36][CH:35]=4)=[O:25])=[O:18])=[CH:29][CH:30]=3)[CH2:2][CH:3]3[CH2:9][CH:7]([CH2:6][CH:5]([CH2:4]3)[CH2:10]1)[CH2:8]2. (10) Given the reactants [Cl:1][C:2]1[C:8]([Cl:9])=[C:7]([N:10]2[CH2:15][CH2:14][NH:13][CH2:12][CH2:11]2)[CH:6]=[CH:5][C:3]=1[NH2:4].C(O)(C(F)(F)F)=O.Br[CH2:24][CH2:25][CH2:26][CH2:27][O:28][C:29]1[CH:38]=[C:37]2[C:32]([CH2:33][CH2:34][C:35](=[O:39])[NH:36]2)=[CH:31][CH:30]=1.C([O-])([O-])=O.[K+].[K+], predict the reaction product. The product is: [NH2:4][C:3]1[CH:5]=[CH:6][C:7]([N:10]2[CH2:11][CH2:12][N:13]([CH2:24][CH2:25][CH2:26][CH2:27][O:28][C:29]3[CH:38]=[C:37]4[C:32]([CH2:33][CH2:34][C:35](=[O:39])[NH:36]4)=[CH:31][CH:30]=3)[CH2:14][CH2:15]2)=[C:8]([Cl:9])[C:2]=1[Cl:1].